Task: Predict the reaction yield, written as a fraction of the theoretical maximum amount of product (1.0 means a 100% yield; for example, 0.34 means a 34% yield).. Dataset: Reaction yield outcomes from USPTO patents with 853,638 reactions (1) The reactants are [CH3:1][O:2][CH2:3][CH2:4][N:5]([CH2:28][CH2:29][N:30](C)[C:31](=O)OCC1C=CC=CC=1)[CH2:6][CH2:7][O:8][CH2:9][CH2:10][O:11][CH2:12][CH2:13][O:14][CH2:15][CH2:16][O:17][CH2:18][CH2:19][O:20][CH2:21][CH2:22][O:23][CH2:24][CH2:25][O:26][CH3:27]. The catalyst is [Pd].CO. The product is [CH3:27][O:26][CH2:25][CH2:24][O:23][CH2:22][CH2:21][O:20][CH2:19][CH2:18][O:17][CH2:16][CH2:15][O:14][CH2:13][CH2:12][O:11][CH2:10][CH2:9][O:8][CH2:7][CH2:6][N:5]([CH2:4][CH2:3][O:2][CH3:1])[CH2:28][CH2:29][NH:30][CH3:31]. The yield is 0.990. (2) The reactants are C1(P(C2C=CC=CC=2)C2C=CC=CC=2)C=CC=CC=1.CC(OC(/N=N/C(OC(C)C)=O)=O)C.[Br:34][CH2:35][CH2:36][CH2:37][OH:38].[CH3:39][O:40][C:41](=[O:50])[C:42]1[C:43](=[C:45]([Cl:49])[CH:46]=[CH:47][CH:48]=1)O. The catalyst is C1COCC1. The product is [CH3:39][O:40][C:41](=[O:50])[C:42]1[CH:43]=[C:45]([Cl:49])[CH:46]=[CH:47][C:48]=1[O:38][CH2:37][CH2:36][CH2:35][Br:34]. The yield is 0.610. (3) The reactants are [C:1]([NH:10][CH:11]1[CH2:16][CH2:15][CH2:14][CH2:13][CH2:12]1)([NH:3][CH:4]1[CH2:9][CH2:8][CH2:7][CH2:6][CH2:5]1)=[O:2].[C:17](Cl)(=[O:22])[CH2:18][C:19](Cl)=[O:20]. The catalyst is C(Cl)(Cl)Cl. The product is [CH:11]1([N:10]2[C:19](=[O:20])[CH2:18][C:17](=[O:22])[N:3]([CH:4]3[CH2:9][CH2:8][CH2:7][CH2:6][CH2:5]3)[C:1]2=[O:2])[CH2:16][CH2:15][CH2:14][CH2:13][CH2:12]1. The yield is 0.550. (4) The reactants are [CH3:1][N:2]1[CH2:7][CH2:6][N:5]([CH2:8][CH2:9][CH2:10][NH:11][C:12]2[CH:17]=[CH:16][C:15]([N+:18]([O-])=O)=[CH:14][CH:13]=2)[CH2:4][CH2:3]1.O.NN. The catalyst is [Ni].CCO. The product is [CH3:1][N:2]1[CH2:3][CH2:4][N:5]([CH2:8][CH2:9][CH2:10][NH:11][C:12]2[CH:13]=[CH:14][C:15]([NH2:18])=[CH:16][CH:17]=2)[CH2:6][CH2:7]1. The yield is 0.830. (5) The reactants are [N:1]1([CH:7]2[CH2:12][CH2:11][N:10]([C:13]([C:15]3[CH:16]=[C:17]4[C:21](=[CH:22][CH:23]=3)[NH:20][C:19]([C:24]([N:26]3[CH2:31][CH2:30][C:29]([F:33])([F:32])[CH2:28][CH2:27]3)=[O:25])=[CH:18]4)=[O:14])[CH2:9][CH2:8]2)[CH2:6][CH2:5][CH2:4][CH2:3][CH2:2]1.[H-].[Na+].CS(O[CH2:41][C:42]([F:45])([F:44])[F:43])(=O)=O. The catalyst is CN(C)C=O. The product is [N:1]1([CH:7]2[CH2:12][CH2:11][N:10]([C:13]([C:15]3[CH:16]=[C:17]4[C:21](=[CH:22][CH:23]=3)[N:20]([CH2:41][C:42]([F:45])([F:44])[F:43])[C:19]([C:24]([N:26]3[CH2:31][CH2:30][C:29]([F:33])([F:32])[CH2:28][CH2:27]3)=[O:25])=[CH:18]4)=[O:14])[CH2:9][CH2:8]2)[CH2:2][CH2:3][CH2:4][CH2:5][CH2:6]1. The yield is 0.890. (6) The reactants are [N:1]1[CH:6]=[CH:5][CH:4]=[CH:3][C:2]=1[CH2:7][C:8]([O:10][CH2:11][CH3:12])=[O:9].[H-].[Na+].Br[CH:16]1[CH2:20][CH2:19][CH2:18][CH2:17]1.O. The catalyst is CN(C=O)C. The product is [CH:16]1([CH:7]([C:2]2[CH:3]=[CH:4][CH:5]=[CH:6][N:1]=2)[C:8]([O:10][CH2:11][CH3:12])=[O:9])[CH2:20][CH2:19][CH2:18][CH2:17]1. The yield is 0.520. (7) The reactants are [CH3:1][O:2][C:3]1[CH:4]=[C:5]2[C:10](=[CH:11][CH:12]=1)[C:9]([CH3:14])([CH3:13])[C:8](=O)[CH2:7][CH2:6]2.Cl.[Br:17][C:18]1[CH:19]=[C:20]([NH:24]N)[CH:21]=[CH:22][CH:23]=1.C(OCC)(=[O:28])C.C(C1C(=O)C(Cl)=C(Cl)C(=O)C=1C#N)#N. The catalyst is C(O)(=O)C.O.CC(OC)(C)C. The product is [Br:17][C:18]1[CH:19]=[C:20]2[C:21]([C:7]3[C:6](=[O:28])[C:5]4[CH:4]=[C:3]([O:2][CH3:1])[CH:12]=[CH:11][C:10]=4[C:9]([CH3:14])([CH3:13])[C:8]=3[NH:24]2)=[CH:22][CH:23]=1. The yield is 0.460. (8) The reactants are [C:1]([O:4][C@@H:5]1[C@@H:12]([O:13][C:14](=[O:16])[CH3:15])[C@H:11]([O:17][C:18](=[O:20])[CH3:19])[C@@H:10]([CH2:21][N:22]=[N+:23]=[N-:24])[O:9][C@@H:6]1OC)(=[O:3])[CH3:2].S(=O)(=O)(O)O.[C:30]([OH:33])(=[O:32])[CH3:31]. The catalyst is C(OC(=O)C)(=O)C. The product is [C:30]([O:33][C@H:6]1[O:9][C@H:10]([CH2:21][N:22]=[N+:23]=[N-:24])[C@@H:11]([O:17][C:18](=[O:20])[CH3:19])[C@H:12]([O:13][C:14](=[O:16])[CH3:15])[C@H:5]1[O:4][C:1](=[O:3])[CH3:2])(=[O:32])[CH3:31]. The yield is 0.820. (9) The reactants are [CH3:1][S:2]([OH:5])(=[O:4])=[O:3].[F:6][C:7]1[CH:12]=[CH:11][C:10]([CH2:13][C:14]2[C:23]3[C:18](=[CH:19][CH:20]=[CH:21][CH:22]=3)[C:17](=[O:24])[NH:16][N:15]=2)=[CH:9][C:8]=1[N:25]1[C:29](=[O:30])[CH:28]([CH3:31])[N:27]([CH2:32][CH2:33][N:34]2[CH2:38][CH2:37][CH2:36][CH2:35]2)[C:26]1=[O:39]. The catalyst is CO. The product is [S:2]([OH:5])(=[O:4])(=[O:3])[CH3:1].[F:6][C:7]1[CH:12]=[CH:11][C:10]([CH2:13][C:14]2[C:23]3[C:18](=[CH:19][CH:20]=[CH:21][CH:22]=3)[C:17](=[O:24])[NH:16][N:15]=2)=[CH:9][C:8]=1[N:25]1[C:29](=[O:30])[CH:28]([CH3:31])[N:27]([CH2:32][CH2:33][N:34]2[CH2:35][CH2:36][CH2:37][CH2:38]2)[C:26]1=[O:39]. The yield is 0.790. (10) The yield is 0.620. The reactants are [Cl:1][C:2]1[N:7]=[CH:6][C:5](N)=[CH:4][C:3]=1[CH3:9].[ClH:10].N([O-])=O.[Na+].[S:15](=[O:17])=[O:16]. No catalyst specified. The product is [Cl:1][C:2]1[N:7]=[CH:6][C:5]([S:15]([Cl:10])(=[O:17])=[O:16])=[CH:4][C:3]=1[CH3:9].